Dataset: Catalyst prediction with 721,799 reactions and 888 catalyst types from USPTO. Task: Predict which catalyst facilitates the given reaction. (1) Reactant: [N+:1]([C:4]1[CH:9]=[CH:8][C:7]([CH2:10][C:11]([O:13][CH2:14][CH3:15])=[O:12])=[CH:6][CH:5]=1)([O-:3])=[O:2].[H-].[Na+].Br[CH2:19][CH2:20][CH2:21][CH3:22].[Cl-].[NH4+]. Product: [N+:1]([C:4]1[CH:5]=[CH:6][C:7]([CH:10]([CH2:19][CH2:20][CH2:21][CH3:22])[C:11]([O:13][CH2:14][CH3:15])=[O:12])=[CH:8][CH:9]=1)([O-:3])=[O:2]. The catalyst class is: 3. (2) Reactant: [F:1][C:2]1[CH:10]=[CH:9][C:5]([C:6]([NH2:8])=[S:7])=[CH:4][CH:3]=1.Cl[CH2:12][C:13](=O)[CH2:14][C:15]([O:17][CH2:18][CH3:19])=[O:16]. Product: [F:1][C:2]1[CH:10]=[CH:9][C:5]([C:6]2[S:7][CH:12]=[C:13]([CH2:14][C:15]([O:17][CH2:18][CH3:19])=[O:16])[N:8]=2)=[CH:4][CH:3]=1. The catalyst class is: 8.